This data is from Full USPTO retrosynthesis dataset with 1.9M reactions from patents (1976-2016). The task is: Predict the reactants needed to synthesize the given product. Given the product [C:1]1([C:7]([C:17]2[CH:22]=[CH:21][C:20]([CH:23]=[CH:24][C:25]([NH:39][S:36]([CH2:35][C:32]3[CH:31]=[CH:30][C:29]([F:28])=[CH:34][CH:33]=3)(=[O:37])=[O:38])=[O:26])=[CH:19][CH:18]=2)=[C:8]([C:11]2[CH:16]=[CH:15][CH:14]=[CH:13][CH:12]=2)[CH2:9][CH3:10])[CH:2]=[CH:3][CH:4]=[CH:5][CH:6]=1, predict the reactants needed to synthesize it. The reactants are: [C:1]1(/[C:7](/[C:17]2[CH:22]=[CH:21][C:20]([CH:23]=[CH:24][C:25](O)=[O:26])=[CH:19][CH:18]=2)=[C:8](/[C:11]2[CH:16]=[CH:15][CH:14]=[CH:13][CH:12]=2)\[CH2:9][CH3:10])[CH:6]=[CH:5][CH:4]=[CH:3][CH:2]=1.[F:28][C:29]1[CH:34]=[CH:33][C:32]([CH2:35][S:36]([NH2:39])(=[O:38])=[O:37])=[CH:31][CH:30]=1.